This data is from Peptide-MHC class I binding affinity with 185,985 pairs from IEDB/IMGT. The task is: Regression. Given a peptide amino acid sequence and an MHC pseudo amino acid sequence, predict their binding affinity value. This is MHC class I binding data. (1) The peptide sequence is HFIYHKREK. The MHC is HLA-B15:17 with pseudo-sequence HLA-B15:17. The binding affinity (normalized) is 0.0847. (2) The peptide sequence is KAVRLIKFLY. The MHC is HLA-B44:02 with pseudo-sequence HLA-B44:02. The binding affinity (normalized) is 0. (3) The MHC is HLA-A33:01 with pseudo-sequence HLA-A33:01. The binding affinity (normalized) is 0. The peptide sequence is RKCCRAKFKQLLQH. (4) The peptide sequence is GGFFRPWSM. The MHC is Mamu-B3901 with pseudo-sequence Mamu-B3901. The binding affinity (normalized) is 0.524. (5) The peptide sequence is WRLYSPPPV. The MHC is HLA-B73:01 with pseudo-sequence HLA-B73:01. The binding affinity (normalized) is 0.559.